Dataset: Reaction yield outcomes from USPTO patents with 853,638 reactions. Task: Predict the reaction yield, written as a fraction of the theoretical maximum amount of product (1.0 means a 100% yield; for example, 0.34 means a 34% yield). The reactants are O[C:2]1[C:11]2[C:6](=[N:7][CH:8]=[CH:9][CH:10]=2)[N:5]([C:12]2[CH:17]=[CH:16][CH:15]=[CH:14][CH:13]=2)[C:4](=[O:18])[C:3]=1[C:19](=O)[CH2:20][CH2:21][C:22]1[CH:27]=[CH:26][CH:25]=[CH:24][C:23]=1[N+:28]([O-:30])=[O:29].O.[NH2:33][NH2:34].O. The catalyst is CN(C=O)C. The product is [N+:28]([C:23]1[CH:24]=[CH:25][CH:26]=[CH:27][C:22]=1[CH2:21][CH2:20][C:19]1[C:3]2[C:4](=[O:18])[N:5]([C:12]3[CH:17]=[CH:16][CH:15]=[CH:14][CH:13]=3)[C:6]3[N:7]=[CH:8][CH:9]=[CH:10][C:11]=3[C:2]=2[NH:34][N:33]=1)([O-:30])=[O:29]. The yield is 0.950.